Dataset: Catalyst prediction with 721,799 reactions and 888 catalyst types from USPTO. Task: Predict which catalyst facilitates the given reaction. (1) The catalyst class is: 4. Reactant: [Cl:1][C:2]1[CH:7]=[CH:6][C:5]([S:8]([C:11]2([C:27]3[CH:32]=[C:31]([F:33])[CH:30]=[CH:29][C:28]=3[F:34])[CH2:16][CH2:15][CH:14]([NH:17][S:18]([N:21]3[CH2:25][CH2:24][C@@H:23]([OH:26])[CH2:22]3)(=[O:20])=[O:19])[CH2:13][CH2:12]2)(=[O:10])=[O:9])=[CH:4][CH:3]=1.CC(OI1(OC(C)=O)(OC(C)=O)OC(=O)C2C=CC=CC1=2)=O. Product: [Cl:1][C:2]1[CH:7]=[CH:6][C:5]([S:8]([C:11]2([C:27]3[CH:32]=[C:31]([F:33])[CH:30]=[CH:29][C:28]=3[F:34])[CH2:12][CH2:13][CH:14]([NH:17][S:18]([N:21]3[CH2:25][CH2:24][C:23](=[O:26])[CH2:22]3)(=[O:20])=[O:19])[CH2:15][CH2:16]2)(=[O:10])=[O:9])=[CH:4][CH:3]=1. (2) Reactant: [F:1][C:2]1[C:10]2[O:9][C:8]([C:17]3[CH:22]=[CH:21][CH:20]=[CH:19][CH:18]=3)([C:11]3[CH:16]=[CH:15][CH:14]=[CH:13][CH:12]=3)[O:7][C:6]=2[CH:5]=[CH:4][CH:3]=1.CN(CCN(C)C)C.C([Li])CCC.[C:36](=[O:38])=[O:37]. Product: [F:1][C:2]1[C:10]2[O:9][C:8]([C:17]3[CH:18]=[CH:19][CH:20]=[CH:21][CH:22]=3)([C:11]3[CH:16]=[CH:15][CH:14]=[CH:13][CH:12]=3)[O:7][C:6]=2[CH:5]=[CH:4][C:3]=1[C:36]([OH:38])=[O:37]. The catalyst class is: 20. (3) Reactant: [CH2:1]([NH2:8])[C:2]1[CH:7]=[CH:6][CH:5]=[CH:4][CH:3]=1.C([O-])([O-])=O.[K+].[K+].Br[CH2:16][CH2:17][Si:18]([CH2:21][CH2:22]Br)([CH3:20])[CH3:19].O. Product: [CH2:1]([N:8]1[CH2:22][CH2:21][Si:18]([CH3:20])([CH3:19])[CH2:17][CH2:16]1)[C:2]1[CH:7]=[CH:6][CH:5]=[CH:4][CH:3]=1. The catalyst class is: 4. (4) Reactant: [CH2:1]([O:3][CH2:4][CH2:5][O:6][C:7]1[CH:12]=[C:11]([CH3:13])[C:10]([C:14]2[CH:19]=[CH:18][CH:17]=[C:16]([CH2:20][NH:21][C:22]3[CH:27]=[CH:26][C:25]([CH2:28][CH2:29][C:30]([OH:32])=[O:31])=[CH:24][CH:23]=3)[CH:15]=2)=[C:9]([CH3:33])[CH:8]=1)[CH3:2].[ClH:34].C(OCC)(=O)C. Product: [ClH:34].[CH2:1]([O:3][CH2:4][CH2:5][O:6][C:7]1[CH:12]=[C:11]([CH3:13])[C:10]([C:14]2[CH:19]=[CH:18][CH:17]=[C:16]([CH2:20][NH:21][C:22]3[CH:23]=[CH:24][C:25]([CH2:28][CH2:29][C:30]([OH:32])=[O:31])=[CH:26][CH:27]=3)[CH:15]=2)=[C:9]([CH3:33])[CH:8]=1)[CH3:2]. The catalyst class is: 13. (5) Product: [Cl:8][C:6]1[N:5]=[C:4]([C:9]([F:12])([F:11])[F:10])[N:3]=[C:2]([O:13][C:14]2[CH:23]=[C:22]([CH3:24])[C:17]3[NH:18][C:19](=[O:21])[O:20][C:16]=3[CH:15]=2)[CH:7]=1. The catalyst class is: 3. Reactant: Cl[C:2]1[CH:7]=[C:6]([Cl:8])[N:5]=[C:4]([C:9]([F:12])([F:11])[F:10])[N:3]=1.[OH:13][C:14]1[CH:23]=[CH:22][C:17]2[NH:18][C:19](=[O:21])[O:20][C:16]=2[CH:15]=1.[C:24](=O)([O-])[O-].[K+].[K+].O. (6) Reactant: C1C=CC2N(O)N=NC=2C=1.CCN=C=NCCCN(C)C.CCN(C(C)C)C(C)C.[Cl:31][C:32]1[CH:37]=[C:36]([CH3:38])[CH:35]=[CH:34][C:33]=1[CH:39]([C:41]1[CH:46]=[CH:45][CH:44]=[CH:43][CH:42]=1)[NH2:40].[C:47]([C:55]1[O:56][C:57]2[CH:63]=[CH:62][C:61]([CH2:64][C:65](O)=[O:66])=[CH:60][C:58]=2[CH:59]=1)(=[O:54])[C:48]1[CH:53]=[CH:52][N:51]=[CH:50][CH:49]=1. Product: [Cl:31][C:32]1[CH:37]=[C:36]([CH3:38])[CH:35]=[CH:34][C:33]=1[CH:39]([C:41]1[CH:42]=[CH:43][CH:44]=[CH:45][CH:46]=1)[NH:40][C:65](=[O:66])[CH2:64][C:61]1[CH:62]=[CH:63][C:57]2[O:56][C:55]([C:47](=[O:54])[C:48]3[CH:53]=[CH:52][N:51]=[CH:50][CH:49]=3)=[CH:59][C:58]=2[CH:60]=1. The catalyst class is: 18.